This data is from Full USPTO retrosynthesis dataset with 1.9M reactions from patents (1976-2016). The task is: Predict the reactants needed to synthesize the given product. (1) Given the product [CH3:26][CH:2]([CH3:1])[CH2:3][N:4]([C@H:5]1[CH2:10][C@@H:9]([C:11]([N:13]2[CH2:14][CH2:15][O:16][CH2:17][CH2:18]2)=[O:12])[CH2:8][NH:7][CH2:6]1)[C:37]([C:28]1[CH:29]=[CH:30][C:31]2[C:36](=[CH:35][CH:34]=[CH:33][CH:32]=2)[N:27]=1)=[O:38], predict the reactants needed to synthesize it. The reactants are: [CH3:1][CH:2]([CH3:26])[CH2:3][NH:4][C@H:5]1[CH2:10][C@@H:9]([C:11]([N:13]2[CH2:18][CH2:17][O:16][CH2:15][CH2:14]2)=[O:12])[CH2:8][N:7](C(OC(C)(C)C)=O)[CH2:6]1.[N:27]1[C:36]2[C:31](=[CH:32][CH:33]=[CH:34][CH:35]=2)[CH:30]=[CH:29][C:28]=1[C:37](O)=[O:38].F[P-](F)(F)(F)(F)F.ClC(N(C)C)=[N+](C)C.C(N(CC)C(C)C)(C)C.C(=O)([O-])O.[Na+]. (2) Given the product [CH2:1]1[CH2:9][CH2:8][CH2:7][C:6]2[N:5]3[CH:10]=[CH:11][CH:12]=[CH:13][C:4]3=[C:3]([CH2:15][CH2:14][NH2:16])[C:2]1=2, predict the reactants needed to synthesize it. The reactants are: [CH2:1]1[CH2:9][CH2:8][CH2:7][C:6]2[N:5]3[CH:10]=[CH:11][CH:12]=[CH:13][C:4]3=[CH:3][C:2]1=2.[CH2:14]([NH2:16])[CH3:15]. (3) Given the product [CH3:29][NH:31][C:18](=[O:19])[C:17]1[CH:21]=[CH:22][C:14]([C:11]2[S:12][CH:13]=[C:9]([C:7]([N:1]3[CH2:6][CH2:5][CH2:4][CH2:3][CH2:2]3)=[O:8])[CH:10]=2)=[CH:15][CH:16]=1, predict the reactants needed to synthesize it. The reactants are: [N:1]1([C:7]([C:9]2[CH:10]=[C:11]([C:14]3[CH:22]=[CH:21][C:17]([C:18](O)=[O:19])=[CH:16][CH:15]=3)[S:12][CH:13]=2)=[O:8])[CH2:6][CH2:5][CH2:4][CH2:3][CH2:2]1.C(Cl)(=O)C(Cl)=O.[CH2:29]([N:31](CC)CC)C.CN.Cl. (4) Given the product [CH3:14][S:13][C:12]1[CH:11]=[CH:10][S:9][C:8]=1[C:5]1[CH:6]=[CH:7][C:2]([B:15]2[O:19][C:18]([CH3:21])([CH3:20])[C:17]([CH3:23])([CH3:22])[O:16]2)=[CH:3][CH:4]=1, predict the reactants needed to synthesize it. The reactants are: Br[C:2]1[CH:7]=[CH:6][C:5]([C:8]2[S:9][CH:10]=[CH:11][C:12]=2[S:13][CH3:14])=[CH:4][CH:3]=1.[B:15]1([B:15]2[O:19][C:18]([CH3:21])([CH3:20])[C:17]([CH3:23])([CH3:22])[O:16]2)[O:19][C:18]([CH3:21])([CH3:20])[C:17]([CH3:23])([CH3:22])[O:16]1.C([O-])(=O)C.[K+]. (5) Given the product [Br:1][C:2]1[CH:3]=[CH:4][C:5]([F:18])=[C:6]([C:8]2([CH3:17])[NH:13][C:12](=[S:28])[CH2:11][N:10]([CH3:15])[C:9]2=[O:16])[CH:7]=1, predict the reactants needed to synthesize it. The reactants are: [Br:1][C:2]1[CH:3]=[CH:4][C:5]([F:18])=[C:6]([C:8]2([CH3:17])[NH:13][C:12](=O)[CH2:11][N:10]([CH3:15])[C:9]2=[O:16])[CH:7]=1.COC1C=CC(P2(SP(C3C=CC(OC)=CC=3)(=S)S2)=[S:28])=CC=1. (6) Given the product [F:19][C:15]1[CH:14]=[C:13]([C:11]2[S:10][C:9]3=[C:4]([C:1]([NH2:2])=[O:3])[N:5]=[N:6][C:7]([NH:20][C@H:21]4[CH2:26][CH2:25][CH2:24][NH:23][CH2:22]4)=[C:8]3[CH:12]=2)[CH:18]=[CH:17][CH:16]=1, predict the reactants needed to synthesize it. The reactants are: [C:1]([C:4]1[N:5]=[N:6][C:7]([NH:20][C@H:21]2[CH2:26][CH2:25][CH2:24][N:23](C(OC(C)(C)C)=O)[CH2:22]2)=[C:8]2[CH:12]=[C:11]([C:13]3[CH:18]=[CH:17][CH:16]=[C:15]([F:19])[CH:14]=3)[S:10][C:9]=12)(=[O:3])[NH2:2].Cl.